The task is: Predict the reaction yield, written as a fraction of the theoretical maximum amount of product (1.0 means a 100% yield; for example, 0.34 means a 34% yield).. This data is from Reaction yield outcomes from USPTO patents with 853,638 reactions. (1) The reactants are [OH:1][C:2]1[CH:7]=[CH:6][C:5]([CH2:8][CH2:9][C:10]([O:12][CH3:13])=[O:11])=[C:4]([O:14][CH:15]([CH3:17])[CH3:16])[CH:3]=1.[H-].[Na+].Cl[C:21]1[CH:26]=[CH:25][C:24]([C:27]([F:30])([F:29])[F:28])=[CH:23][N:22]=1.O. The catalyst is O1CCCC1. The product is [CH:15]([O:14][C:4]1[CH:3]=[C:2]([O:1][C:21]2[CH:26]=[CH:25][C:24]([C:27]([F:30])([F:29])[F:28])=[CH:23][N:22]=2)[CH:7]=[CH:6][C:5]=1[CH2:8][CH2:9][C:10]([O:12][CH3:13])=[O:11])([CH3:17])[CH3:16]. The yield is 0.310. (2) The reactants are [CH:1]1([C:4]2[C:5]([NH:24][S:25]([CH3:28])(=[O:27])=[O:26])=[CH:6][C:7]3[O:11][C:10]([C:12]4[CH:17]=[CH:16][C:15]([F:18])=[CH:14][CH:13]=4)=[C:9]([C:19]([NH:21][CH3:22])=[O:20])[C:8]=3[CH:23]=2)[CH2:3][CH2:2]1.F[C:30]1[CH:31]=[CH:32][C:33]([N+:40]([O-:42])=[O:41])=[C:34]([CH:39]=1)[C:35]([O:37][CH3:38])=[O:36].C(=O)([O-])[O-].[K+].[K+]. The catalyst is CN(P(N(C)C)(N(C)C)=O)C.CCOC(C)=O.O. The product is [CH:1]1([C:4]2[C:5]([N:24]([C:30]3[CH:31]=[CH:32][C:33]([N+:40]([O-:42])=[O:41])=[C:34]([CH:39]=3)[C:35]([O:37][CH3:38])=[O:36])[S:25]([CH3:28])(=[O:27])=[O:26])=[CH:6][C:7]3[O:11][C:10]([C:12]4[CH:17]=[CH:16][C:15]([F:18])=[CH:14][CH:13]=4)=[C:9]([C:19](=[O:20])[NH:21][CH3:22])[C:8]=3[CH:23]=2)[CH2:3][CH2:2]1. The yield is 0.920. (3) The reactants are [O:1]=[C:2]1[N:7]2[CH:8]=[CH:9][CH:10]=[C:6]2[CH:5]=[C:4]([C:11](O)=[O:12])[N:3]1[C:14]1[CH:19]=[CH:18][CH:17]=[CH:16][CH:15]=1.CCN(C(C)C)C(C)C.CN([C:32]([O:36][N:37]1N=NC2C=CC=C[C:38]1=2)=[N+](C)C)C.F[P-](F)(F)(F)(F)F.Cl.CNOC. The catalyst is CN(C=O)C. The product is [CH3:32][O:36][N:37]([CH3:38])[C:11]([C:4]1[N:3]([C:14]2[CH:15]=[CH:16][CH:17]=[CH:18][CH:19]=2)[C:2](=[O:1])[N:7]2[CH:8]=[CH:9][CH:10]=[C:6]2[CH:5]=1)=[O:12]. The yield is 0.500. (4) The reactants are Cl.[NH:2]1[CH2:7][CH2:6][CH:5]([N:8]2[CH2:12][CH2:11][CH2:10][C:9]2=[O:13])[CH2:4][CH2:3]1.[Br:14][C:15]1[CH:16]=[C:17]([C:28]([F:31])([F:30])[F:29])[C:18]2[N:19]([C:21]([Cl:27])=[C:22]([C:24](O)=[O:25])[N:23]=2)[CH:20]=1.CCN(C(C)C)C(C)C.CN(C(ON1N=NC2C=CC=NC1=2)=[N+](C)C)C.F[P-](F)(F)(F)(F)F. The catalyst is CN(C=O)C.CCOC(C)=O. The product is [Br:14][C:15]1[CH:16]=[C:17]([C:28]([F:30])([F:31])[F:29])[C:18]2[N:19]([C:21]([Cl:27])=[C:22]([C:24]([N:2]3[CH2:3][CH2:4][CH:5]([N:8]4[CH2:12][CH2:11][CH2:10][C:9]4=[O:13])[CH2:6][CH2:7]3)=[O:25])[N:23]=2)[CH:20]=1. The yield is 0.770. (5) The reactants are [C:1]([O:5][C:6](=[O:15])[CH2:7]/[N:8]=[CH:9]/[CH2:10][C:11]([CH3:14])([CH3:13])[CH3:12])([CH3:4])([CH3:3])[CH3:2].[Cl:16][C:17]1[CH:18]=[C:19](/[CH:23]=[C:24](/[C:27]2[CH:28]=[N:29][C:30]([Cl:33])=[CH:31][CH:32]=2)\[C:25]#[N:26])[CH:20]=[CH:21][CH:22]=1.C(N(CC)CC)C. The catalyst is ClCCCl. The product is [C:1]([O:5][C:6]([CH:7]1[CH:23]([C:19]2[CH:20]=[CH:21][CH:22]=[C:17]([Cl:16])[CH:18]=2)[C:24]([C:27]2[CH:28]=[N:29][C:30]([Cl:33])=[CH:31][CH:32]=2)([C:25]#[N:26])[CH:9]([CH2:10][C:11]([CH3:14])([CH3:13])[CH3:12])[NH:8]1)=[O:15])([CH3:4])([CH3:3])[CH3:2]. The yield is 0.140. (6) The reactants are B(Br)(Br)Br.ClCCl.[F:8][C:9]([F:38])([F:37])[C:10]1[CH:11]=[C:12]([NH:20][C:21](=[O:36])[C:22]2[CH:27]=[CH:26][C:25]([C:28]3[CH:33]=[CH:32][CH:31]=[CH:30][CH:29]=3)=[CH:24][C:23]=2[O:34]C)[CH:13]=[C:14]([C:16]([F:19])([F:18])[F:17])[CH:15]=1. The catalyst is ClCCl.C(OCC)(=O)C. The product is [F:8][C:9]([F:37])([F:38])[C:10]1[CH:11]=[C:12]([NH:20][C:21](=[O:36])[C:22]2[CH:27]=[CH:26][C:25]([C:28]3[CH:33]=[CH:32][CH:31]=[CH:30][CH:29]=3)=[CH:24][C:23]=2[OH:34])[CH:13]=[C:14]([C:16]([F:17])([F:18])[F:19])[CH:15]=1. The yield is 0.716. (7) The reactants are [Cl:1][C:2]1[C:3]([O:9][C:10]2[CH:15]=[C:14]([O:16][CH2:17][CH2:18][O:19][CH3:20])[CH:13]=[CH:12][C:11]=2/[CH:21]=[CH:22]/[C:23]([O:25]CC)=[O:24])=[N:4][CH:5]=[C:6]([Cl:8])[CH:7]=1.[OH-].[Na+]. The catalyst is O1CCCC1.C(O)C. The product is [Cl:1][C:2]1[C:3]([O:9][C:10]2[CH:15]=[C:14]([O:16][CH2:17][CH2:18][O:19][CH3:20])[CH:13]=[CH:12][C:11]=2/[CH:21]=[CH:22]/[C:23]([OH:25])=[O:24])=[N:4][CH:5]=[C:6]([Cl:8])[CH:7]=1. The yield is 0.920. (8) The yield is 0.600. The reactants are [CH3:1][O:2][CH2:3][CH:4]([NH:6][C:7]([C:9]1[CH:10]=[C:11]([C:16]2[CH:21]=[CH:20][C:19]([CH3:22])=[CH:18][CH:17]=2)[CH:12]=[C:13](I)[CH:14]=1)=[O:8])[CH3:5].C1C=CC(P(C2C=CC=CC=2)C2C=CC=CC=2)=CC=1.[S:42]1[C:46]2[CH:47]=[CH:48][CH:49]=[CH:50][C:45]=2[N:44]=[CH:43]1. The catalyst is CN(C=O)C.[Cu]I.CC([O-])=O.CC([O-])=O.[Pd+2]. The product is [CH3:1][O:2][CH2:3][CH:4]([NH:6][C:7]([C:9]1[CH:10]=[C:11]([C:16]2[CH:21]=[CH:20][C:19]([CH3:22])=[CH:18][CH:17]=2)[CH:12]=[C:13]([C:43]2[S:42][C:46]3[CH:47]=[CH:48][CH:49]=[CH:50][C:45]=3[N:44]=2)[CH:14]=1)=[O:8])[CH3:5]. (9) The reactants are [C:1]1([CH3:15])[CH:6]=[CH:5][CH:4]=[C:3]([N:7]2[N:11]=[N:10][C:9]([CH:12]([OH:14])[CH3:13])=[N:8]2)[CH:2]=1.[H-].[Na+].[CH:18]1([N:21]2[C:25](S(C)(=O)=O)=[N:24][N:23]=[C:22]2[C:30]2[CH:35]=[CH:34][N:33]=[CH:32][CH:31]=2)[CH2:20][CH2:19]1. No catalyst specified. The product is [CH:18]1([N:21]2[C:25]([O:14][CH:12]([C:9]3[N:10]=[N:11][N:7]([C:3]4[CH:2]=[C:1]([CH3:15])[CH:6]=[CH:5][CH:4]=4)[N:8]=3)[CH3:13])=[N:24][N:23]=[C:22]2[C:30]2[CH:31]=[CH:32][N:33]=[CH:34][CH:35]=2)[CH2:20][CH2:19]1. The yield is 0.190. (10) The reactants are [Si]([O:8][CH2:9][C@@H:10]([NH:19][C:20](=[O:26])[O:21][C:22]([CH3:25])([CH3:24])[CH3:23])[C:11](=[O:18])[C:12]1[CH:17]=[CH:16][CH:15]=[CH:14][CH:13]=1)(C(C)(C)C)(C)C.C1COCC1.O.[Na+].[Cl-].C([O-])(O)=O.[Na+]. The catalyst is C(O)(=O)C. The product is [OH:8][CH2:9][C@@H:10]([NH:19][C:20](=[O:26])[O:21][C:22]([CH3:24])([CH3:23])[CH3:25])[C:11](=[O:18])[C:12]1[CH:17]=[CH:16][CH:15]=[CH:14][CH:13]=1. The yield is 0.950.